Dataset: Full USPTO retrosynthesis dataset with 1.9M reactions from patents (1976-2016). Task: Predict the reactants needed to synthesize the given product. (1) Given the product [N:12]1([CH2:17][CH2:18][NH:19][C:20]([C:22]2[CH:26]=[C:25]([CH3:27])[NH:24][C:23]=2[CH:28]=[C:5]2[C:4]3[C:8](=[CH:9][CH:10]=[C:2]([Br:1])[CH:3]=3)[NH:7][C:6]2=[O:11])=[O:21])[CH2:16][CH2:15][CH2:14][CH2:13]1, predict the reactants needed to synthesize it. The reactants are: [Br:1][C:2]1[CH:3]=[C:4]2[C:8](=[CH:9][CH:10]=1)[NH:7][C:6](=[O:11])[CH2:5]2.[N:12]1([CH2:17][CH2:18][NH:19][C:20]([C:22]2[CH:26]=[C:25]([CH3:27])[NH:24][C:23]=2[CH:28]=O)=[O:21])[CH2:16][CH2:15][CH2:14][CH2:13]1.N1CCCCC1. (2) Given the product [Cl:1][C:2]1[CH:7]=[CH:6][CH:5]=[CH:4][C:3]=1[C@H:8]([O:10][C:11]1[CH:15]=[C:14]([N:16]2[C:20]3[CH:21]=[C:22]([CH2:25][CH2:26][CH:27]=[O:28])[CH:23]=[CH:24][C:19]=3[N:18]=[CH:17]2)[S:13][C:12]=1[C:32]([NH2:34])=[O:33])[CH3:9], predict the reactants needed to synthesize it. The reactants are: [Cl:1][C:2]1[CH:7]=[CH:6][CH:5]=[CH:4][C:3]=1[C@H:8]([O:10][C:11]1[CH:15]=[C:14]([N:16]2[C:20]3[CH:21]=[C:22]([CH2:25][CH2:26][CH:27]4OCC[O:28]4)[CH:23]=[CH:24][C:19]=3[N:18]=[CH:17]2)[S:13][C:12]=1[C:32]([NH2:34])=[O:33])[CH3:9].CC(C)=O.C1(C)C=CC(S([O-])(=O)=O)=CC=1.[NH+]1C=CC=CC=1.O.C1(C)C=CC(S(O)(=O)=O)=CC=1. (3) Given the product [C:29]([C:33]1[CH:34]=[CH:35][C:36]([CH2:37][O:26][C:21]2[CH:22]=[CH:23][CH:24]=[CH:25][C:20]=2/[CH:19]=[CH:18]/[CH:8]([CH2:7][C:6]2[CH:27]=[CH:28][C:3]([C:1]#[N:2])=[CH:4][CH:5]=2)[CH2:9][CH2:10][CH2:11][CH2:12][C:13]([O:15][CH2:16][CH3:17])=[O:14])=[CH:39][CH:40]=1)([CH3:32])([CH3:30])[CH3:31], predict the reactants needed to synthesize it. The reactants are: [C:1]([C:3]1[CH:28]=[CH:27][C:6]([CH2:7][CH:8](/[CH:18]=[CH:19]/[C:20]2[CH:25]=[CH:24][CH:23]=[CH:22][C:21]=2[OH:26])[CH2:9][CH2:10][CH2:11][CH2:12][C:13]([O:15][CH2:16][CH3:17])=[O:14])=[CH:5][CH:4]=1)#[N:2].[C:29]([C:33]1[CH:40]=[CH:39][C:36]([CH2:37]Br)=[CH:35][CH:34]=1)([CH3:32])([CH3:31])[CH3:30].C(=O)([O-])[O-].[K+].[K+].